This data is from Reaction yield outcomes from USPTO patents with 853,638 reactions. The task is: Predict the reaction yield, written as a fraction of the theoretical maximum amount of product (1.0 means a 100% yield; for example, 0.34 means a 34% yield). The reactants are [NH2:1][C:2]1[CH:3]=[C:4]([OH:8])[CH:5]=[CH:6][CH:7]=1.[CH3:9][C:10](OC(C)=O)=[O:11].N1[CH:21]=[CH:20]C=CC=1.C([O-])(O)=[O:23].[Na+]. No catalyst specified. The product is [C:10]([O:8][C:4]1[CH:5]=[CH:6][CH:7]=[C:2]([NH:1][C:20](=[O:23])[CH3:21])[CH:3]=1)(=[O:11])[CH3:9]. The yield is 0.930.